From a dataset of Peptide-MHC class I binding affinity with 185,985 pairs from IEDB/IMGT. Regression. Given a peptide amino acid sequence and an MHC pseudo amino acid sequence, predict their binding affinity value. This is MHC class I binding data. (1) The peptide sequence is RLQMAGVEV. The MHC is HLA-A02:06 with pseudo-sequence HLA-A02:06. The binding affinity (normalized) is 0.231. (2) The binding affinity (normalized) is 0.0847. The MHC is HLA-A31:01 with pseudo-sequence HLA-A31:01. The peptide sequence is WLPWIPQLI. (3) The peptide sequence is PIQKETWETW. The MHC is HLA-A02:01 with pseudo-sequence HLA-A02:01. The binding affinity (normalized) is 0. (4) The peptide sequence is NTATTVLLDE. The MHC is HLA-A29:02 with pseudo-sequence HLA-A29:02. The binding affinity (normalized) is 0. (5) The peptide sequence is IEKTKTDFGF. The MHC is HLA-B44:02 with pseudo-sequence HLA-B44:02. The binding affinity (normalized) is 0.311. (6) The peptide sequence is GHQAAMQML. The MHC is HLA-B08:01 with pseudo-sequence HLA-B08:01. The binding affinity (normalized) is 0.